Predict which catalyst facilitates the given reaction. From a dataset of Catalyst prediction with 721,799 reactions and 888 catalyst types from USPTO. (1) Reactant: [CH2:1]([O:3][C:4]([C:6]1[S:10][C:9]([C:11]2[CH:16]=[CH:15][C:14]([O:17][C:18]3[CH:23]=[CH:22][CH:21]=[CH:20][CH:19]=3)=[CH:13][CH:12]=2)=[N:8][C:7]=1[CH3:24])=[O:5])[CH3:2].[Br:25]N1C(=O)CCC1=O. Product: [CH2:1]([O:3][C:4]([C:6]1[S:10][C:9]([C:11]2[CH:16]=[CH:15][C:14]([O:17][C:18]3[CH:23]=[CH:22][CH:21]=[CH:20][CH:19]=3)=[CH:13][CH:12]=2)=[N:8][C:7]=1[CH2:24][Br:25])=[O:5])[CH3:2]. The catalyst class is: 340. (2) Reactant: [Br:1][C:2]1[CH:3]=[CH:4][C:5]([O:12][CH3:13])=[C:6]([S:8](Cl)(=[O:10])=[O:9])[CH:7]=1.Cl.[CH3:15][O:16][C:17](=[O:30])[C@H:18]([NH2:29])[CH2:19][C:20]1[C:28]2[C:23](=[CH:24][CH:25]=[CH:26][CH:27]=2)[NH:22][CH:21]=1. Product: [CH3:15][O:16][C:17](=[O:30])[C@H:18]([NH:29][S:8]([C:6]1[CH:7]=[C:2]([Br:1])[CH:3]=[CH:4][C:5]=1[O:12][CH3:13])(=[O:10])=[O:9])[CH2:19][C:20]1[C:28]2[C:23](=[CH:24][CH:25]=[CH:26][CH:27]=2)[NH:22][CH:21]=1. The catalyst class is: 236. (3) Reactant: [Li+].CC([N-]C(C)C)C.[Br:9][C:10]1[CH:11]=[N:12][CH:13]=[C:14]([Cl:16])[CH:15]=1.Cl[C:18]([O:20][CH2:21][CH3:22])=[O:19]. Product: [Br:9][C:10]1[CH:11]=[N:12][CH:13]=[C:14]([Cl:16])[C:15]=1[C:18]([O:20][CH2:21][CH3:22])=[O:19]. The catalyst class is: 1. (4) Reactant: [Si:1]([O:8][C@H:9]1[CH2:18][C:17]([CH3:20])([CH3:19])[CH2:16][C:15]2[N:14]=[C:13]([C:21](OC)=[O:22])[C:12]3[C@@H:25]([C:33]4[CH:38]=[CH:37][C:36]([C:39]([F:42])([F:41])[F:40])=[CH:35][CH:34]=4)[O:26][C:27]4([CH2:32][CH2:31][O:30][CH2:29][CH2:28]4)[C:11]=3[C:10]1=2)([C:4]([CH3:7])([CH3:6])[CH3:5])([CH3:3])[CH3:2].[H-].[Al+3].[Li+].[H-].[H-].[H-].Cl. Product: [Si:1]([O:8][C@H:9]1[CH2:18][C:17]([CH3:20])([CH3:19])[CH2:16][C:15]2[N:14]=[C:13]([CH2:21][OH:22])[C:12]3[C@@H:25]([C:33]4[CH:38]=[CH:37][C:36]([C:39]([F:42])([F:40])[F:41])=[CH:35][CH:34]=4)[O:26][C:27]4([CH2:32][CH2:31][O:30][CH2:29][CH2:28]4)[C:11]=3[C:10]1=2)([C:4]([CH3:5])([CH3:6])[CH3:7])([CH3:3])[CH3:2]. The catalyst class is: 305. (5) Reactant: [C:1]([O:5][C:6](=[O:19])[NH:7][C:8]1[CH:13]=[CH:12][C:11]([O:14][C:15]([F:18])([F:17])[F:16])=[CH:10][CH:9]=1)([CH3:4])([CH3:3])[CH3:2].C([Li])(CC)C.C1CCCCC1.[C:31](=[O:33])=[O:32]. Product: [C:1]([O:5][C:6]([NH:7][C:8]1[CH:13]=[CH:12][C:11]([O:14][C:15]([F:17])([F:18])[F:16])=[CH:10][C:9]=1[C:31]([OH:33])=[O:32])=[O:19])([CH3:4])([CH3:2])[CH3:3]. The catalyst class is: 1. (6) Reactant: [NH2:1][C:2]1[CH:3]=[C:4]2[C:8](=[CH:9][CH:10]=1)[NH:7][C:6](=[O:11])[CH2:5]2.[CH3:12][S:13](Cl)(=[O:15])=[O:14]. Product: [O:11]=[C:6]1[CH2:5][C:4]2[C:8](=[CH:9][CH:10]=[C:2]([NH:1][S:13]([CH3:12])(=[O:15])=[O:14])[CH:3]=2)[NH:7]1. The catalyst class is: 239. (7) Reactant: ClC(Cl)(OC(=O)OC(Cl)(Cl)Cl)Cl.[F:13][C:14]([F:27])([F:26])[C:15]1[CH:24]=[C:23]2[C:18]([C@@H:19]([NH2:25])[CH2:20][CH2:21][O:22]2)=[CH:17][CH:16]=1.C(N(CC)C(C)C)(C)C.[N-:37]=[C:38]=[O:39].[Cl:40][C:41]1[CH:58]=[CH:57][C:44]([CH2:45][N:46]2[C:50]([C@H:51]3[CH2:55][CH2:54][CH2:53]N3)=[N:49][C:48]([CH3:56])=[N:47]2)=[CH:43][CH:42]=1. Product: [Cl:40][C:41]1[CH:58]=[CH:57][C:44]([CH2:45][N:46]2[C:50]([C@H:51]3[CH2:55][CH2:54][CH2:53][N:37]3[C:38]([NH:25][C@@H:19]3[C:18]4[C:23](=[CH:24][C:15]([C:14]([F:13])([F:26])[F:27])=[CH:16][CH:17]=4)[O:22][CH2:21][CH2:20]3)=[O:39])=[N:49][C:48]([CH3:56])=[N:47]2)=[CH:43][CH:42]=1. The catalyst class is: 4. (8) Reactant: [CH2:1]([O:8][C:9]1[CH:16]=[C:15]([CH2:17][O:18][CH2:19][C:20]2[CH:25]=[CH:24][CH:23]=[CH:22][CH:21]=2)[CH:14]=[CH:13][C:10]=1[CH:11]=O)[C:2]1[CH:7]=[CH:6][CH:5]=[CH:4][CH:3]=1.[F:26][C:27]1[CH:33]=[CH:32][C:30]([NH2:31])=[CH:29][CH:28]=1. Product: [CH2:1]([O:8][C:9]1[CH:16]=[C:15]([CH2:17][O:18][CH2:19][C:20]2[CH:25]=[CH:24][CH:23]=[CH:22][CH:21]=2)[CH:14]=[CH:13][C:10]=1[CH:11]=[N:31][C:30]1[CH:32]=[CH:33][C:27]([F:26])=[CH:28][CH:29]=1)[C:2]1[CH:7]=[CH:6][CH:5]=[CH:4][CH:3]=1. The catalyst class is: 11.